This data is from Catalyst prediction with 721,799 reactions and 888 catalyst types from USPTO. The task is: Predict which catalyst facilitates the given reaction. (1) Product: [C:11]([O:14][C:15](=[O:16])[NH:1][CH2:2][CH:3]([OH:4])[C:5]1[CH:9]=[CH:8][S:7][CH:6]=1)([CH3:13])([CH3:12])[CH3:10]. The catalyst class is: 1. Reactant: [NH2:1][CH2:2][CH:3]([C:5]1[CH:9]=[CH:8][S:7][CH:6]=1)[OH:4].[CH3:10][C:11]([O:14][C:15](O[C:15]([O:14][C:11]([CH3:13])([CH3:12])[CH3:10])=[O:16])=[O:16])([CH3:13])[CH3:12]. (2) Reactant: [NH2:1][C:2]([CH3:26])([CH3:25])[C@H:3]([NH:8][C:9](=[O:24])[C:10]1[CH:15]=[CH:14][C:13]([C:16]#[C:17][C:18]#[C:19][C@@H:20]([OH:23])[CH2:21][OH:22])=[CH:12][CH:11]=1)[C:4](OC)=[O:5].[NH2:27][OH:28].C(O)(=O)C. Product: [NH2:1][C:2]([CH3:26])([CH3:25])[C@H:3]([NH:8][C:9](=[O:24])[C:10]1[CH:15]=[CH:14][C:13]([C:16]#[C:17][C:18]#[C:19][C@@H:20]([OH:23])[CH2:21][OH:22])=[CH:12][CH:11]=1)[C:4]([NH:27][OH:28])=[O:5]. The catalyst class is: 378. (3) The catalyst class is: 46. Reactant: [NH2:1][C:2]1[CH:10]=[CH:9][CH:8]=[C:7]2[C:3]=1[CH:4]=[CH:5][N:6]2[C:11]([C:17]1[CH:22]=[CH:21][C:20]([Cl:23])=[CH:19][CH:18]=1)([CH2:15][CH3:16])[CH2:12][C:13]#[N:14].CN1CCOCC1.[CH3:31][S:32](Cl)(=[O:34])=[O:33]. Product: [Cl:23][C:20]1[CH:19]=[CH:18][C:17]([C:11]([N:6]2[C:7]3[C:3](=[C:2]([NH:1][S:32]([CH3:31])(=[O:34])=[O:33])[CH:10]=[CH:9][CH:8]=3)[CH:4]=[CH:5]2)([CH2:15][CH3:16])[CH2:12][C:13]#[N:14])=[CH:22][CH:21]=1. (4) Reactant: Br[C:2]1[CH:7]=[CH:6][CH:5]=[C:4]([O:8][CH3:9])[C:3]=1[CH3:10].C([Li])CCC.[Br:16][C:17]1[CH:18]=[CH:19][C:20]([F:25])=[C:21]([CH:24]=1)[CH:22]=[O:23].[Cl-].[NH4+]. Product: [Br:16][C:17]1[CH:18]=[CH:19][C:20]([F:25])=[C:21]([CH:22]([C:2]2[CH:7]=[CH:6][CH:5]=[C:4]([O:8][CH3:9])[C:3]=2[CH3:10])[OH:23])[CH:24]=1. The catalyst class is: 188.